From a dataset of Catalyst prediction with 721,799 reactions and 888 catalyst types from USPTO. Predict which catalyst facilitates the given reaction. (1) Reactant: [Cl:1][CH2:2][CH2:3][CH2:4][CH2:5][O:6][C:7]1[C:8]([O:20][CH3:21])=[CH:9][C:10]([C:18]#[N:19])=[C:11]([N:13]=[CH:14][N:15](C)C)[CH:12]=1.C(O)(=O)C.N[C:27]1[CH:31]=[C:30]([CH2:32][C:33]([OH:35])=[O:34])[NH:29][N:28]=1. Product: [Cl:1][CH2:2][CH2:3][CH2:4][CH2:5][O:6][C:7]1[CH:12]=[C:11]2[C:10]([C:18]([NH:19][C:27]3[CH:31]=[C:30]([CH2:32][C:33]([OH:35])=[O:34])[NH:29][N:28]=3)=[N:15][CH:14]=[N:13]2)=[CH:9][C:8]=1[O:20][CH3:21]. The catalyst class is: 8. (2) Reactant: [NH2:1][C:2]1[C:3]([F:28])=[C:4]([CH:25]=[CH:26][CH:27]=1)[C:5]([NH:7][C:8]1[N:9]([CH3:24])[N:10]=[C:11]([C:17]([F:23])([F:22])[C:18]([F:21])([F:20])[F:19])[C:12]=1[C:13]([F:16])([F:15])[F:14])=[O:6].[C:29](O)(=O)[CH3:30].C(=O)C.C([BH3-])#N.[Na+].C(=O)([O-])O.[Na+]. Product: [CH2:29]([NH:1][C:2]1[C:3]([F:28])=[C:4]([CH:25]=[CH:26][CH:27]=1)[C:5]([NH:7][C:8]1[N:9]([CH3:24])[N:10]=[C:11]([C:17]([F:22])([F:23])[C:18]([F:19])([F:20])[F:21])[C:12]=1[C:13]([F:15])([F:16])[F:14])=[O:6])[CH3:30]. The catalyst class is: 5. (3) Reactant: [H-].[Na+].[Br:3][C:4]1[CH:9]=[CH:8][C:7]([CH3:10])=[CH:6][C:5]=1[C:11]([OH:16])([CH2:14][F:15])[CH2:12][F:13].[CH2:17](Cl)[O:18][CH2:19][CH2:20]OC.CC(=O)OCC. Product: [Br:3][C:4]1[CH:9]=[CH:8][C:7]([CH3:10])=[CH:6][C:5]=1[C:11]([O:16][CH2:17][O:18][CH2:19][CH3:20])([CH2:12][F:13])[CH2:14][F:15]. The catalyst class is: 20. (4) Reactant: [CH2:1]([O:3][C:4]#[CH:5])[CH3:2].[B]1OC2C(=CC=CC=2)O1.[F:15][C:16]1[CH:17]=[N:18][CH:19]=[C:20](I)[C:21]=1[NH2:22].[OH-].[Na+]. Product: [CH2:4]([O:3][CH:1]=[CH:2][C:20]1[CH:19]=[N:18][CH:17]=[C:16]([F:15])[C:21]=1[NH2:22])[CH3:5]. The catalyst class is: 176. (5) Product: [NH2:1][C:2]1[CH:10]=[C:9]([Cl:11])[CH:8]=[CH:7][C:3]=1[C:4]([NH2:18])=[O:5]. Reactant: [NH2:1][C:2]1[CH:10]=[C:9]([Cl:11])[CH:8]=[CH:7][C:3]=1[C:4](O)=[O:5].C1C=CC2N(O)N=[N:18]C=2C=1.CCN(C(C)C)C(C)C.CCN=C=NCCCN(C)C.N.CO. The catalyst class is: 3. (6) Reactant: [OH:1][CH2:2][C:3]([CH3:8])([CH3:7])[C:4]([OH:6])=[O:5].C(=O)([O-])[O-].[K+].[K+].[CH2:15](Br)[C:16]1[CH:21]=[CH:20][CH:19]=[CH:18][CH:17]=1.O. Product: [OH:1][CH2:2][C:3]([CH3:8])([CH3:7])[C:4]([O:6][CH2:15][C:16]1[CH:21]=[CH:20][CH:19]=[CH:18][CH:17]=1)=[O:5]. The catalyst class is: 9. (7) Reactant: [Cl:1][C:2]1[CH:7]=[CH:6][C:5]([C:8]2[S:16][C:15]3[C:14](=[O:17])[N:13]([C:18]4[CH:23]=[CH:22][C:21]([O:24][CH2:25][C:26]([OH:29])([CH3:28])[CH3:27])=[C:20]([O:30][CH3:31])[CH:19]=4)[CH:12]=[N:11][C:10]=3[CH:9]=2)=[CH:4][CH:3]=1.N1C=NC=N1.C(N(C(C)C)[P:41]([O:50]CC1C=CC=CC=1)[O:42]CC1C=CC=CC=1)(C)C.[OH:61]O.O. Product: [P:41]([OH:50])([OH:61])([O:29][C:26]([CH3:28])([CH3:27])[CH2:25][O:24][C:21]1[CH:22]=[CH:23][C:18]([N:13]2[C:14](=[O:17])[C:15]3[S:16][C:8]([C:5]4[CH:6]=[CH:7][C:2]([Cl:1])=[CH:3][CH:4]=4)=[CH:9][C:10]=3[N:11]=[CH:12]2)=[CH:19][C:20]=1[O:30][CH3:31])=[O:42]. The catalyst class is: 2. (8) Reactant: S(Cl)(Cl)=O.[N+:5]([C:8]1[CH:9]=[N:10][C:11]2[C:16]([C:17]=1O)=[CH:15][CH:14]=[CH:13][CH:12]=2)([O-:7])=[O:6].CN(C=O)C.[NH2:24][CH2:25][CH2:26][CH2:27][OH:28]. Product: [N+:5]([C:8]1[CH:9]=[N:10][C:11]2[C:16]([C:17]=1[NH:24][CH2:25][CH2:26][CH2:27][OH:28])=[CH:15][CH:14]=[CH:13][CH:12]=2)([O-:7])=[O:6]. The catalyst class is: 2. (9) Reactant: [H-].[Na+].[Cl:3][C:4]1[CH:5]=[CH:6][C:7]([C:11]2[N:15]([CH2:16][CH:17]3[CH2:22][CH2:21][CH2:20][CH2:19][CH2:18]3)[C:14]3[CH:23]=[C:24]([F:28])[C:25]([F:27])=[CH:26][C:13]=3[N:12]=2)=[C:8]([OH:10])[CH:9]=1.Br[CH2:30][C:31]1[CH:36]=[CH:35][CH:34]=[CH:33][C:32]=1[Cl:37]. Product: [Cl:3][C:4]1[CH:5]=[CH:6][C:7]([C:11]2[N:15]([CH2:16][CH:17]3[CH2:18][CH2:19][CH2:20][CH2:21][CH2:22]3)[C:14]3[CH:23]=[C:24]([F:28])[C:25]([F:27])=[CH:26][C:13]=3[N:12]=2)=[C:8]([O:10][CH2:30][C:31]2[CH:36]=[CH:35][CH:34]=[CH:33][C:32]=2[Cl:37])[CH:9]=1. The catalyst class is: 9.